From a dataset of Forward reaction prediction with 1.9M reactions from USPTO patents (1976-2016). Predict the product of the given reaction. (1) Given the reactants [C:1]1([CH2:7][O:8][C:9]2[CH:17]=[CH:16][CH:15]=[C:14]3[C:10]=2[CH:11]=[CH:12][NH:13]3)[CH:6]=[CH:5][CH:4]=[CH:3][CH:2]=1.[C:18]1([CH2:24][O:25][C:26]2[C:31]([F:32])=[CH:30][C:29](Br)=[CH:28][C:27]=2[F:34])[CH:23]=[CH:22][CH:21]=[CH:20][CH:19]=1.[O-]P([O-])([O-])=O.[K+].[K+].[K+].N1CCC[C@H]1C(O)=O, predict the reaction product. The product is: [F:32][C:31]1[CH:30]=[C:29]([N:13]2[C:14]3[C:10](=[C:9]([O:8][CH2:7][C:1]4[CH:2]=[CH:3][CH:4]=[CH:5][CH:6]=4)[CH:17]=[CH:16][CH:15]=3)[CH:11]=[CH:12]2)[CH:28]=[C:27]([F:34])[C:26]=1[O:25][CH2:24][C:18]1[CH:19]=[CH:20][CH:21]=[CH:22][CH:23]=1. (2) Given the reactants [C:1]([O:5][C:6](=[O:41])[NH:7][C:8]1[C:13]([CH:14]([C:16]2[C:21]([N:22]([S:26]([C:29]3[CH:34]=[CH:33][C:32]([Cl:35])=[C:31]([C:36]([F:39])([F:38])[F:37])[CH:30]=3)(=[O:28])=[O:27])[CH2:23][O:24][CH3:25])=[CH:20][C:19]([Cl:40])=[CH:18][N:17]=2)[OH:15])=[CH:12][CH:11]=[CH:10][N:9]=1)([CH3:4])([CH3:3])[CH3:2], predict the reaction product. The product is: [C:1]([O:5][C:6](=[O:41])[NH:7][C:8]1[C:13]([C:14]([C:16]2[C:21]([N:22]([S:26]([C:29]3[CH:34]=[CH:33][C:32]([Cl:35])=[C:31]([C:36]([F:38])([F:37])[F:39])[CH:30]=3)(=[O:27])=[O:28])[CH2:23][O:24][CH3:25])=[CH:20][C:19]([Cl:40])=[CH:18][N:17]=2)=[O:15])=[CH:12][CH:11]=[CH:10][N:9]=1)([CH3:4])([CH3:2])[CH3:3]. (3) The product is: [C:1]([O:4][C@H:5]1[CH2:9][C@H:8]([N:10]2[C:14]3[N:15]=[CH:16][N:17]=[C:18]([CH2:19][CH2:20][C:21]4[CH:26]=[CH:25][CH:24]=[CH:23][CH:22]=4)[C:13]=3[C:12]([C:47]#[C:46][Si:48]([CH3:51])([CH3:50])[CH3:49])=[CH:11]2)[O:7][C@@H:6]1[CH2:28][O:29][Si:30]([C:33]([CH3:36])([CH3:35])[CH3:34])([CH3:32])[CH3:31])(=[O:3])[CH3:2]. Given the reactants [C:1]([O:4][C@H:5]1[CH2:9][C@H:8]([N:10]2[C:14]3[N:15]=[CH:16][N:17]=[C:18]([CH2:19][CH2:20][C:21]4[CH:26]=[CH:25][CH:24]=[CH:23][CH:22]=4)[C:13]=3[C:12](I)=[CH:11]2)[O:7][C@@H:6]1[CH2:28][O:29][Si:30]([C:33]([CH3:36])([CH3:35])[CH3:34])([CH3:32])[CH3:31])(=[O:3])[CH3:2].CCN(C(C)C)C(C)C.[C:46]([Si:48]([CH3:51])([CH3:50])[CH3:49])#[CH:47], predict the reaction product. (4) Given the reactants [Cl:1][C:2]1[CH:11]=[C:10]2[C:5]([C:6](=[O:31])[C:7]([CH2:18][NH:19][C:20]([C:22]3[CH:30]=[CH:29][C:25]([C:26]([OH:28])=O)=[CH:24][CH:23]=3)=[O:21])=[CH:8][N:9]2[C:12]2[CH:17]=[CH:16][CH:15]=[CH:14][CH:13]=2)=[CH:4][CH:3]=1.N[CH2:33][C:34]([CH3:37])([OH:36])[CH3:35].O[N:39]1C2C=CC=CC=2N=N1.Cl.CN(C)CCCN=C=NCC.C(N(CC)C(C)C)(C)C, predict the reaction product. The product is: [Cl:1][C:2]1[CH:11]=[C:10]2[C:5]([C:6](=[O:31])[C:7]([CH2:18][N:19]([CH2:33][C:34]([OH:36])([CH3:37])[CH3:35])[C:20](=[O:21])[C:22]3[CH:23]=[CH:24][C:25]([C:26]([NH2:39])=[O:28])=[CH:29][CH:30]=3)=[CH:8][N:9]2[C:12]2[CH:13]=[CH:14][CH:15]=[CH:16][CH:17]=2)=[CH:4][CH:3]=1. (5) Given the reactants [CH3:1][C:2]1[N:3]([CH2:31][C:32]([O:34]CC)=[O:33])[C:4]2[C:9]([C:10]=1[CH2:11][C:12]1[CH:17]=[CH:16][C:15]([NH:18][C:19](=[O:30])[C:20]3[CH:25]=[CH:24][C:23]([C:26]([F:29])([F:28])[F:27])=[CH:22][CH:21]=3)=[CH:14][CH:13]=1)=[CH:8][CH:7]=[CH:6][CH:5]=2.O.[OH-].[Li+].O1CCCC1.CO, predict the reaction product. The product is: [CH3:1][C:2]1[N:3]([CH2:31][C:32]([OH:34])=[O:33])[C:4]2[C:9]([C:10]=1[CH2:11][C:12]1[CH:17]=[CH:16][C:15]([NH:18][C:19](=[O:30])[C:20]3[CH:25]=[CH:24][C:23]([C:26]([F:29])([F:28])[F:27])=[CH:22][CH:21]=3)=[CH:14][CH:13]=1)=[CH:8][CH:7]=[CH:6][CH:5]=2. (6) The product is: [C:1]([O:5][C:6](=[O:26])[C:7]([S:10][C:11]1[S:12][CH:13]=[C:14]([CH2:16][CH2:17][NH:18][C:19]2[CH:24]=[N:23][C:22]([C:31]3[CH:32]=[CH:33][C:28]([Cl:27])=[CH:29][CH:30]=3)=[CH:21][N:20]=2)[N:15]=1)([CH3:9])[CH3:8])([CH3:4])([CH3:3])[CH3:2]. Given the reactants [C:1]([O:5][C:6](=[O:26])[C:7]([S:10][C:11]1[S:12][CH:13]=[C:14]([CH2:16][CH2:17][NH:18][C:19]2[CH:24]=[N:23][C:22](Br)=[CH:21][N:20]=2)[N:15]=1)([CH3:9])[CH3:8])([CH3:4])([CH3:3])[CH3:2].[Cl:27][C:28]1[CH:33]=[CH:32][C:31](OB(O)O)=[CH:30][CH:29]=1.C(=O)([O-])[O-].[Na+].[Na+].O, predict the reaction product. (7) Given the reactants C(OC([N:8]([C:13]1[CH:14]=[C:15]([CH2:24][C:25]([O:27][CH2:28][C:29]([O:31][C@H:32]([C:43]2[CH:48]=[CH:47][C:46]([O:49][CH:50]([F:52])[F:51])=[C:45]([O:53][CH2:54][CH:55]3[CH2:57][CH2:56]3)[CH:44]=2)[CH2:33][C:34]2[C:39]([Cl:40])=[CH:38][N+:37]([O-:41])=[CH:36][C:35]=2[Cl:42])=[O:30])=[O:26])[CH:16]=[CH:17][C:18]=1[O:19][CH2:20][CH:21]1[CH2:23][CH2:22]1)[S:9]([CH3:12])(=[O:11])=[O:10])=O)(C)(C)C.O1CCOCC1, predict the reaction product. The product is: [Cl:42][C:35]1[CH:36]=[N+:37]([O-:41])[CH:38]=[C:39]([Cl:40])[C:34]=1[CH2:33][C@H:32]([O:31][C:29](=[O:30])[CH2:28][O:27][C:25](=[O:26])[CH2:24][C:15]1[CH:16]=[CH:17][C:18]([O:19][CH2:20][CH:21]2[CH2:22][CH2:23]2)=[C:13]([NH:8][S:9]([CH3:12])(=[O:10])=[O:11])[CH:14]=1)[C:43]1[CH:48]=[CH:47][C:46]([O:49][CH:50]([F:52])[F:51])=[C:45]([O:53][CH2:54][CH:55]2[CH2:56][CH2:57]2)[CH:44]=1. (8) Given the reactants [NH2:1][C:2]1[N:6]([C:7]2[C:12]([Cl:13])=[CH:11][CH:10]=[CH:9][C:8]=2[Cl:14])[N:5]=[C:4]([CH:15]([CH3:17])[CH3:16])[C:3]=1[C:18]([NH2:20])=[O:19].[OH:21][C:22]1[CH:27]=[CH:26][C:25]([CH2:28][C:29](OCC)=O)=[CH:24][CH:23]=1.CC[O-].[Na+].CC(O)=O, predict the reaction product. The product is: [Cl:14][C:8]1[CH:9]=[CH:10][CH:11]=[C:12]([Cl:13])[C:7]=1[N:6]1[C:2]2[N:1]=[C:29]([CH2:28][C:25]3[CH:26]=[CH:27][C:22]([OH:21])=[CH:23][CH:24]=3)[NH:20][C:18](=[O:19])[C:3]=2[C:4]([CH:15]([CH3:16])[CH3:17])=[N:5]1. (9) Given the reactants [Br-:1].[CH2:2]([C:4]1[CH:5]=[CH:6][C:7]([CH2:10][CH2:11][O:12][C:13]2[CH:18]=[CH:17][C:16]([NH3+])=[CH:15][CH:14]=2)=[N:8][CH:9]=1)[CH3:3].[CH3:20][OH:21].N([O-])=[O:23].[Na+].C(#N)[CH:27]=[CH2:28], predict the reaction product. The product is: [Br:1][CH:27]([CH2:28][C:16]1[CH:17]=[CH:18][C:13]([O:12][CH2:11][CH2:10][C:7]2[CH:6]=[CH:5][C:4]([CH2:2][CH3:3])=[CH:9][N:8]=2)=[CH:14][CH:15]=1)[C:20]([OH:23])=[O:21]. (10) Given the reactants Br[C:2]1[C:3]([N:8]2[C:12]([CH2:13][C:14]3[CH:15]([CH2:21][CH2:22][CH3:23])[N:16]([OH:20])[CH:17]=[CH:18][N:19]=3)=[CH:11][CH:10]=[N:9]2)=[N:4][CH:5]=[CH:6][CH:7]=1.[CH3:24][N:25](C=O)C, predict the reaction product. The product is: [O-:20][N+:16]1[CH:17]=[CH:18][N:19]=[C:14]([CH2:13][C:12]2[N:8]([C:3]3[N:4]=[CH:5][CH:6]=[CH:7][C:2]=3[C:24]#[N:25])[N:9]=[CH:10][CH:11]=2)[C:15]=1[CH2:21][CH2:22][CH3:23].